The task is: Predict which catalyst facilitates the given reaction.. This data is from Catalyst prediction with 721,799 reactions and 888 catalyst types from USPTO. Reactant: C[Si]([C:5]#[C:6][C:7]1[CH:8]=[CH:9][C:10]2[CH:14]=[C:13]([C:15]([O:17]C)=[O:16])[S:12][C:11]=2[CH:19]=1)(C)C.O.[OH-].[Li+].Cl. Product: [C:6]([C:7]1[CH:8]=[CH:9][C:10]2[CH:14]=[C:13]([C:15]([OH:17])=[O:16])[S:12][C:11]=2[CH:19]=1)#[CH:5]. The catalyst class is: 72.